This data is from Forward reaction prediction with 1.9M reactions from USPTO patents (1976-2016). The task is: Predict the product of the given reaction. (1) Given the reactants [C:1]([O:5][C:6](=[O:16])[NH:7][CH:8]([CH2:14][OH:15])[C:9]([CH3:13])([CH3:12])[CH2:10]O)([CH3:4])([CH3:3])[CH3:2].C1(P(C2C=CC=CC=2)C2C=CC=CC=2)C=CC=CC=1, predict the reaction product. The product is: [C:1]([O:5][C:6](=[O:16])[NH:7][CH:8]1[C:9]([CH3:13])([CH3:12])[CH2:10][O:15][CH2:14]1)([CH3:4])([CH3:3])[CH3:2]. (2) The product is: [Cl:1][CH2:2][CH2:3][CH2:4][C:5]([C:10]1[CH:15]=[CH:14][C:13]([Cl:16])=[CH:12][CH:11]=1)([CH3:9])[C:6]([NH:25][NH:24][C:22](=[O:23])[C:21]1[CH:26]=[CH:27][C:28]([C:29]2[O:33][C:32]([CH3:34])=[N:31][CH:30]=2)=[C:19]([O:18][CH3:17])[CH:20]=1)=[O:8]. Given the reactants [Cl:1][CH2:2][CH2:3][CH2:4][C:5]([C:10]1[CH:15]=[CH:14][C:13]([Cl:16])=[CH:12][CH:11]=1)([CH3:9])[C:6]([OH:8])=O.[CH3:17][O:18][C:19]1[CH:20]=[C:21]([CH:26]=[CH:27][C:28]=1[C:29]1[O:33][C:32]([CH3:34])=[N:31][CH:30]=1)[C:22]([NH:24][NH2:25])=[O:23].C(N(CC)CC)C.CN(C(ON1N=NC2C=CC=NC1=2)=[N+](C)C)C.F[P-](F)(F)(F)(F)F, predict the reaction product. (3) Given the reactants C(OC(=O)[NH:7][CH:8]1[CH2:13][CH2:12][N:11]([C:14]2[N:15]=[N:16][C:17]([O:20][CH3:21])=[CH:18][CH:19]=2)[CH2:10][CH2:9]1)(C)(C)C.Cl.O1CCOCC1, predict the reaction product. The product is: [CH3:21][O:20][C:17]1[N:16]=[N:15][C:14]([N:11]2[CH2:10][CH2:9][CH:8]([NH2:7])[CH2:13][CH2:12]2)=[CH:19][CH:18]=1. (4) Given the reactants [CH3:1][N:2]([CH2:4][C:5]1[C:13]2[C:8](=[N:9][CH:10]=[C:11]([C:14]#[N:15])[CH:12]=2)[NH:7][CH:6]=1)[CH3:3].[C:16]([O:20][C:21](O[C:21]([O:20][C:16]([CH3:19])([CH3:18])[CH3:17])=[O:22])=[O:22])([CH3:19])([CH3:18])[CH3:17].C(N(CC)CC)C, predict the reaction product. The product is: [C:16]([O:20][C:21]([N:7]1[C:8]2=[N:9][CH:10]=[C:11]([C:14]#[N:15])[CH:12]=[C:13]2[C:5]([CH2:4][N:2]([CH3:1])[CH3:3])=[CH:6]1)=[O:22])([CH3:19])([CH3:18])[CH3:17].